From a dataset of Forward reaction prediction with 1.9M reactions from USPTO patents (1976-2016). Predict the product of the given reaction. (1) Given the reactants [N:1]1[C:10]2[C:5](=[CH:6][C:7]([C:11](Cl)=[O:12])=[CH:8][CH:9]=2)[N:4]=[CH:3][CH:2]=1.C(O[AlH-](OC(C)(C)C)OC(C)(C)C)(C)(C)C.[Li+], predict the reaction product. The product is: [N:1]1[C:10]2[C:5](=[CH:6][C:7]([CH:11]=[O:12])=[CH:8][CH:9]=2)[N:4]=[CH:3][CH:2]=1. (2) Given the reactants [Br:1][C:2]1[CH:3]=[C:4]([N+:9]([O-:11])=[O:10])[C:5](Cl)=[N:6][CH:7]=1.[NH:12]1[CH2:17][CH2:16][O:15][CH2:14][CH2:13]1, predict the reaction product. The product is: [Br:1][C:2]1[CH:3]=[C:4]([N+:9]([O-:11])=[O:10])[C:5]([N:12]2[CH2:17][CH2:16][O:15][CH2:14][CH2:13]2)=[N:6][CH:7]=1. (3) Given the reactants Cl[CH2:2][CH2:3][C:4]1[CH:9]=[CH:8][C:7]([F:10])=[CH:6][CH:5]=1.CN(C=O)C.[C:16]([O-:19])(=[S:18])[CH3:17].[K+], predict the reaction product. The product is: [F:10][C:7]1[CH:8]=[CH:9][C:4]([CH2:3][CH2:2][S:18][C:16](=[O:19])[CH3:17])=[CH:5][CH:6]=1. (4) Given the reactants [NH2:1][C:2]1[CH:3]=[C:4]([CH:43]=[CH:44][CH:45]=1)[C:5]([NH:7][C:8]1[CH:13]=[CH:12][CH:11]=[C:10]([CH2:14][O:15][CH2:16][CH2:17][O:18][CH2:19][CH2:20][CH2:21][CH2:22][CH2:23][CH2:24][N:25]2[CH2:29][C@@H:28]([C:30]3[CH:41]=[CH:40][C:33]4[O:34][C:35]([CH3:39])([CH3:38])[O:36][CH2:37][C:32]=4[CH:31]=3)[O:27][C:26]2=[O:42])[CH:9]=1)=[O:6].[C:46]1([S:52](Cl)(=[O:54])=[O:53])[CH:51]=[CH:50][CH:49]=[CH:48][CH:47]=1.C(=O)(O)[O-].[Na+], predict the reaction product. The product is: [CH3:38][C:35]1([CH3:39])[O:34][C:33]2[CH:40]=[CH:41][C:30]([C@H:28]3[O:27][C:26](=[O:42])[N:25]([CH2:24][CH2:23][CH2:22][CH2:21][CH2:20][CH2:19][O:18][CH2:17][CH2:16][O:15][CH2:14][C:10]4[CH:9]=[C:8]([NH:7][C:5](=[O:6])[C:4]5[CH:43]=[CH:44][CH:45]=[C:2]([NH:1][S:52]([C:46]6[CH:51]=[CH:50][CH:49]=[CH:48][CH:47]=6)(=[O:54])=[O:53])[CH:3]=5)[CH:13]=[CH:12][CH:11]=4)[CH2:29]3)=[CH:31][C:32]=2[CH2:37][O:36]1. (5) Given the reactants [CH2:1]([O:8][C:9]1[CH:18]=[CH:17][C:16]([F:19])=[C:15]2[C:10]=1[CH2:11][CH2:12][CH2:13][CH:14]2[C:20]([N:22]([C:29]1[CH:30]=[N:31][C:32]([CH:35]([CH3:37])[CH3:36])=[CH:33][CH:34]=1)[CH2:23][C:24]1[CH:25]=[N:26][NH:27][CH:28]=1)=[O:21])[C:2]1[CH:7]=[CH:6][CH:5]=[CH:4][CH:3]=1.Cl.Cl[CH2:40][C:41]1[CH:46]=[CH:45][CH:44]=[CH:43][N:42]=1, predict the reaction product. The product is: [CH2:1]([O:8][C:9]1[CH:18]=[CH:17][C:16]([F:19])=[C:15]2[C:10]=1[CH2:11][CH2:12][CH2:13][CH:14]2[C:20]([N:22]([C:29]1[CH:30]=[N:31][C:32]([CH:35]([CH3:37])[CH3:36])=[CH:33][CH:34]=1)[CH2:23][C:24]1[CH:28]=[N:27][N:26]([CH2:40][C:41]2[CH:46]=[CH:45][CH:44]=[CH:43][N:42]=2)[CH:25]=1)=[O:21])[C:2]1[CH:7]=[CH:6][CH:5]=[CH:4][CH:3]=1. (6) Given the reactants [C:1]([C:3]1[CH:4]=[C:5]([NH:9][C:10]2[C:19]3[C:14](=[CH:15][CH:16]=[C:17]([NH2:20])[CH:18]=3)[N:13]=[CH:12][N:11]=2)[CH:6]=[CH:7][CH:8]=1)#[CH:2].[N:21]1[CH:26]=[CH:25]C=C[CH:22]=1.Cl[C:28](OC1C=CC=CC=1)=[O:29].COC(OC)CNC, predict the reaction product. The product is: [C:1]([C:3]1[CH:4]=[C:5]([NH:9][C:10]2[C:19]3[C:14](=[CH:15][CH:16]=[C:17]([N:20]4[CH:25]=[CH:26][N:21]([CH3:22])[C:28]4=[O:29])[CH:18]=3)[N:13]=[CH:12][N:11]=2)[CH:6]=[CH:7][CH:8]=1)#[CH:2]. (7) Given the reactants [C:1]([O:5][C:6]([CH:8]1[CH2:11][N:10]([C:12]2[NH:17][C:16](=[O:18])[C:15]([C:19]([O:21][CH2:22][CH3:23])=[O:20])=[CH:14][C:13]=2[C:24]#[N:25])[CH2:9]1)=[O:7])([CH3:4])([CH3:3])[CH3:2].CI.[CH3:28]S(C)=O, predict the reaction product. The product is: [C:1]([O:5][C:6]([CH:8]1[CH2:9][N:10]([C:12]2[C:13]([C:24]#[N:25])=[CH:14][C:15]([C:19]([O:21][CH2:22][CH3:23])=[O:20])=[C:16]([O:18][CH3:28])[N:17]=2)[CH2:11]1)=[O:7])([CH3:2])([CH3:4])[CH3:3].